Dataset: Reaction yield outcomes from USPTO patents with 853,638 reactions. Task: Predict the reaction yield, written as a fraction of the theoretical maximum amount of product (1.0 means a 100% yield; for example, 0.34 means a 34% yield). (1) The reactants are S(Cl)(Cl)=O.[Br:5][CH2:6][C@@:7]([OH:12])([CH3:11])[C:8](O)=[O:9].CCN(CC)CC.[NH2:20][C:21]1[CH:22]=[CH:23][C:24]([C:31]#[N:32])=[C:25]([C:27]([F:30])([F:29])[F:28])[CH:26]=1. The catalyst is C1COCC1.O. The product is [Br:5][CH2:6][C@@:7]([OH:12])([CH3:11])[C:8]([NH:20][C:21]1[CH:22]=[CH:23][C:24]([C:31]#[N:32])=[C:25]([C:27]([F:28])([F:29])[F:30])[CH:26]=1)=[O:9]. The yield is 0.739. (2) The reactants are [Cl:1][C:2]1[CH:11]=[CH:10][CH:9]=[C:8]2[C:3]=1[C:4](=[O:21])[N:5]([C:14]1[CH:19]=[CH:18][CH:17]=[CH:16][C:15]=1[CH3:20])[C:6]([CH2:12]Cl)=[N:7]2.O.[SH:23][C:24]1[N:32]=[CH:31][N:30]=[C:29]2[C:25]=1[NH:26][CH:27]=[N:28]2.C([O-])([O-])=O.[K+].[K+]. The catalyst is CN(C=O)C. The product is [Cl:1][C:2]1[CH:11]=[CH:10][CH:9]=[C:8]2[C:3]=1[C:4](=[O:21])[N:5]([C:14]1[CH:19]=[CH:18][CH:17]=[CH:16][C:15]=1[CH3:20])[C:6]([CH2:12][S:23][C:24]1[N:32]=[CH:31][N:30]=[C:29]3[C:25]=1[N:26]=[CH:27][NH:28]3)=[N:7]2. The yield is 0.460.